Dataset: NCI-60 drug combinations with 297,098 pairs across 59 cell lines. Task: Regression. Given two drug SMILES strings and cell line genomic features, predict the synergy score measuring deviation from expected non-interaction effect. (1) Drug 1: CN(C)N=NC1=C(NC=N1)C(=O)N. Drug 2: CC1C(C(CC(O1)OC2CC(OC(C2O)C)OC3=CC4=CC5=C(C(=O)C(C(C5)C(C(=O)C(C(C)O)O)OC)OC6CC(C(C(O6)C)O)OC7CC(C(C(O7)C)O)OC8CC(C(C(O8)C)O)(C)O)C(=C4C(=C3C)O)O)O)O. Cell line: RXF 393. Synergy scores: CSS=-1.16, Synergy_ZIP=0.627, Synergy_Bliss=-0.819, Synergy_Loewe=-0.926, Synergy_HSA=-0.923. (2) Drug 1: CC(C1=C(C=CC(=C1Cl)F)Cl)OC2=C(N=CC(=C2)C3=CN(N=C3)C4CCNCC4)N. Drug 2: C(CCl)NC(=O)N(CCCl)N=O. Cell line: BT-549. Synergy scores: CSS=-7.08, Synergy_ZIP=1.70, Synergy_Bliss=-0.600, Synergy_Loewe=-5.60, Synergy_HSA=-5.23. (3) Drug 1: CC1=C2C(C(=O)C3(C(CC4C(C3C(C(C2(C)C)(CC1OC(=O)C(C(C5=CC=CC=C5)NC(=O)OC(C)(C)C)O)O)OC(=O)C6=CC=CC=C6)(CO4)OC(=O)C)O)C)O. Drug 2: CS(=O)(=O)OCCCCOS(=O)(=O)C. Cell line: K-562. Synergy scores: CSS=30.3, Synergy_ZIP=-3.22, Synergy_Bliss=-2.74, Synergy_Loewe=-30.9, Synergy_HSA=-2.07. (4) Drug 1: CC1C(C(CC(O1)OC2CC(CC3=C2C(=C4C(=C3O)C(=O)C5=C(C4=O)C(=CC=C5)OC)O)(C(=O)CO)O)N)O.Cl. Drug 2: COCCOC1=C(C=C2C(=C1)C(=NC=N2)NC3=CC=CC(=C3)C#C)OCCOC.Cl. Cell line: U251. Synergy scores: CSS=9.29, Synergy_ZIP=2.55, Synergy_Bliss=7.81, Synergy_Loewe=4.24, Synergy_HSA=4.36.